From a dataset of Forward reaction prediction with 1.9M reactions from USPTO patents (1976-2016). Predict the product of the given reaction. Given the reactants [H-].[Na+].CS([CH:7]1[CH2:12][CH2:11][N:10]([C:13]([O:15][C:16]([CH3:19])([CH3:18])[CH3:17])=[O:14])[CH:9](O)[CH2:8]1)(=O)=O.C1(O)C=CC=CC=1, predict the reaction product. The product is: [C:13]([N:10]1[CH2:9][CH2:8][CH2:7][CH2:12][CH2:11]1)([O:15][C:16]([CH3:19])([CH3:18])[CH3:17])=[O:14].